From a dataset of Full USPTO retrosynthesis dataset with 1.9M reactions from patents (1976-2016). Predict the reactants needed to synthesize the given product. (1) Given the product [F:1][C:2]1[CH:3]=[C:4]2[C:8](=[CH:9][CH:10]=1)[N:7]([CH:13]1[CH2:17][CH2:16][O:15][CH2:14]1)[N:6]=[C:5]2[I:11], predict the reactants needed to synthesize it. The reactants are: [F:1][C:2]1[CH:3]=[C:4]2[C:8](=[CH:9][CH:10]=1)[NH:7][N:6]=[C:5]2[I:11].O[CH:13]1[CH2:17][CH2:16][O:15][CH2:14]1. (2) Given the product [CH3:1][O:2][C:3](=[O:15])[C:4]1[C:5](=[C:10]([O:14][CH2:24][C:19]2[CH:18]=[C:17]([Cl:16])[CH:22]=[C:21]([Cl:23])[CH:20]=2)[CH:11]=[CH:12][CH:13]=1)[C:6]([O:8][CH3:9])=[O:7], predict the reactants needed to synthesize it. The reactants are: [CH3:1][O:2][C:3](=[O:15])[C:4]1[C:5](=[C:10]([OH:14])[CH:11]=[CH:12][CH:13]=1)[C:6]([O:8][CH3:9])=[O:7].[Cl:16][C:17]1[CH:18]=[C:19]([CH2:24]O)[CH:20]=[C:21]([Cl:23])[CH:22]=1.C1(P(C2C=CC=CC=2)C2C=CC=CC=2)C=CC=CC=1.N(C(OC(C)C)=O)=NC(OC(C)C)=O.